From a dataset of Experimentally validated miRNA-target interactions with 360,000+ pairs, plus equal number of negative samples. Binary Classification. Given a miRNA mature sequence and a target amino acid sequence, predict their likelihood of interaction. The miRNA is mmu-miR-10a-5p with sequence UACCCUGUAGAUCCGAAUUUGUG. The protein sequence of the target gene is MGEHSPDDNIIFFKGEEDDLTPHDKMLRFVDDNGLVPSSSGTVYDRTTVLIEQDPGTLEDDEDDGQCGEPLPFLVEGEEGFLIDQEAMSQGYVQHIISPDQIHLTINPGSTPMPRNIEGATLTLQSECPETKRKEVKRYQCTFEGCPRTYSTAGNLRTHQKTHRGEYTFVCNQEGCGKAFLTSYSLRIHVRVHTKEKPFECDVQGCEKAFNTLYRLKAHQRLHTGKTFNCESQGCSKYFTTLSDLRKHIRTHTGEKPFRCDHDGCGKAFAASHHLKTHVRTHTGERPFFCPSNGCEKTFS.... Result: 1 (interaction).